From a dataset of Full USPTO retrosynthesis dataset with 1.9M reactions from patents (1976-2016). Predict the reactants needed to synthesize the given product. (1) The reactants are: [S:1]1[C:5]2[CH:6]=[CH:7][CH:8]=[CH:9][C:4]=2[C:3]([N:10]2[CH2:15][CH2:14][N:13]([CH2:16][C@@H:17]3[CH2:22][CH2:21][CH2:20][CH2:19][C@H:18]3[CH2:23][N:24]3[C:32](=[O:33])[C@H:31]4[C@H:26]([C@H:27]5[CH2:34][C@@H:30]4[CH2:29][CH2:28]5)[C:25]3=[O:35])[CH2:12][CH2:11]2)=[N:2]1.[ClH:36]. Given the product [OH2:33].[OH2:33].[ClH:36].[ClH:36].[S:1]1[C:5]2[CH:6]=[CH:7][CH:8]=[CH:9][C:4]=2[C:3]([N:10]2[CH2:11][CH2:12][N:13]([CH2:16][C@@H:17]3[CH2:22][CH2:21][CH2:20][CH2:19][C@H:18]3[CH2:23][N:24]3[C:25](=[O:35])[C@H:26]4[C@H:31]([C@H:30]5[CH2:34][C@@H:27]4[CH2:28][CH2:29]5)[C:32]3=[O:33])[CH2:14][CH2:15]2)=[N:2]1, predict the reactants needed to synthesize it. (2) Given the product [F:19][C:18]([F:20])([F:21])[C:15]1[N:13]2[N:14]=[C:9]([N:2]3[CH2:3][CH:4]4[CH2:8][N:7]([CH2:22][C:24]5[CH:31]=[CH:30][C:27]([C:28]#[N:29])=[CH:26][CH:25]=5)[CH2:6][CH:5]4[CH2:1]3)[CH:10]=[CH:11][C:12]2=[N:17][N:16]=1, predict the reactants needed to synthesize it. The reactants are: [CH2:1]1[CH:5]2[CH2:6][NH:7][CH2:8][CH:4]2[CH2:3][N:2]1[C:9]1[CH:10]=[CH:11][C:12]2[N:13]([C:15]([C:18]([F:21])([F:20])[F:19])=[N:16][N:17]=2)[N:14]=1.[CH:22]([C:24]1[CH:31]=[CH:30][C:27]([C:28]#[N:29])=[CH:26][CH:25]=1)=O. (3) Given the product [NH2:8][C:9]1[CH:10]=[CH:11][C:12]([CH:15]2[CH2:26][CH2:25][C:18]3([CH2:20][CH:19]3[C:21]([O:23][CH3:24])=[O:22])[CH2:17][CH2:16]2)=[CH:13][CH:14]=1, predict the reactants needed to synthesize it. The reactants are: C([NH:8][C:9]1[CH:14]=[CH:13][C:12]([CH:15]2[CH2:26][CH2:25][C:18]3([CH2:20][CH:19]3[C:21]([O:23][CH3:24])=[O:22])[CH2:17][CH2:16]2)=[CH:11][CH:10]=1)C1C=CC=CC=1. (4) Given the product [CH2:7]([P:11]([CH2:7][CH:8]([CH3:10])[CH3:9])(=[O:12])[OH:13])[CH:8]([CH3:10])[CH3:9], predict the reactants needed to synthesize it. The reactants are: C([O-])([O-])=O.[Na+].[Na+].[CH2:7]([PH:11](=[O:13])[OH:12])[CH:8]([CH3:10])[CH3:9]. (5) Given the product [C:1]([O:5][C:6]([N:8]1[CH2:13][CH2:12][N:11]([C:14]2[CH:15]=[CH:16][C:17]([NH2:20])=[CH:18][CH:19]=2)[CH2:10][CH:9]1[CH3:23])=[O:7])([CH3:4])([CH3:2])[CH3:3], predict the reactants needed to synthesize it. The reactants are: [C:1]([O:5][C:6]([N:8]1[CH2:13][CH2:12][N:11]([C:14]2[CH:19]=[CH:18][C:17]([N+:20]([O-])=O)=[CH:16][CH:15]=2)[CH2:10][CH:9]1[CH3:23])=[O:7])([CH3:4])([CH3:3])[CH3:2]. (6) Given the product [Br:1][C:2]1[CH:3]=[C:4]([NH:14][C:13](=[O:20])[O:15][C:16]([CH3:19])([CH3:18])[CH3:17])[C:5]2[N:6]([C:8]([CH3:11])=[N:9][N:10]=2)[CH:7]=1, predict the reactants needed to synthesize it. The reactants are: [Br:1][C:2]1[CH:3]=[C:4](Br)[C:5]2[N:6]([C:8]([CH3:11])=[N:9][N:10]=2)[CH:7]=1.[C:13](=[O:20])([O:15][C:16]([CH3:19])([CH3:18])[CH3:17])[NH2:14].C([O-])([O-])=O.[Cs+].[Cs+].CC1(C)C2C(=C(P(C3C=CC=CC=3)C3C=CC=CC=3)C=CC=2)OC2C(P(C3C=CC=CC=3)C3C=CC=CC=3)=CC=CC1=2. (7) Given the product [CH2:1]([C@@H:8]1[CH2:12][O:11][C:10](=[O:13])[N:9]1[C:14](=[O:17])[C@H:15]([CH3:16])[CH2:42][C:39]1[CH:40]=[CH:41][C:36]([O:35][CH2:28][C:29]2[CH:34]=[CH:33][CH:32]=[CH:31][CH:30]=2)=[CH:37][CH:38]=1)[C:2]1[CH:3]=[CH:4][CH:5]=[CH:6][CH:7]=1, predict the reactants needed to synthesize it. The reactants are: [CH2:1]([C@@H:8]1[CH2:12][O:11][C:10](=[O:13])[N:9]1[C:14](=[O:17])[CH2:15][CH3:16])[C:2]1[CH:7]=[CH:6][CH:5]=[CH:4][CH:3]=1.C[Si]([N-][Si](C)(C)C)(C)C.[Na+].[CH2:28]([O:35][C:36]1[CH:41]=[CH:40][C:39]([CH2:42]Br)=[CH:38][CH:37]=1)[C:29]1[CH:34]=[CH:33][CH:32]=[CH:31][CH:30]=1.O1CCNC1=O. (8) Given the product [CH3:1][O:2][C:3]([C:5]1[CH:14]=[C:8]2[N:9]=[CH:10][C:11]([C:22]#[C:21][C:15]3[CH:20]=[CH:19][CH:18]=[CH:17][CH:16]=3)=[CH:12][N:7]2[N:6]=1)=[O:4], predict the reactants needed to synthesize it. The reactants are: [CH3:1][O:2][C:3]([C:5]1[CH:14]=[C:8]2[N:9]=[CH:10][C:11](Br)=[CH:12][N:7]2[N:6]=1)=[O:4].[C:15]1([C:21]#[CH:22])[CH:20]=[CH:19][CH:18]=[CH:17][CH:16]=1. (9) Given the product [CH3:1][N:2]1[CH2:6][CH2:5][N:4]([CH3:7])[C:3]1=[O:8].[CH:9]1[C:14]([OH:15])=[CH:13][CH:12]=[CH:11][C:10]=1[CH3:16], predict the reactants needed to synthesize it. The reactants are: [CH3:1][N:2]1[CH2:6][CH2:5][N:4]([CH3:7])[C:3]1=[O:8].[CH:9]1[C:14]([OH:15])=[CH:13][CH:12]=[CH:11][C:10]=1[CH3:16].